From a dataset of Peptide-MHC class I binding affinity with 185,985 pairs from IEDB/IMGT. Regression. Given a peptide amino acid sequence and an MHC pseudo amino acid sequence, predict their binding affinity value. This is MHC class I binding data. (1) The peptide sequence is LLEQLIENI. The MHC is HLA-A02:06 with pseudo-sequence HLA-A02:06. The binding affinity (normalized) is 0.419. (2) The peptide sequence is ALPHIIDEV. The MHC is HLA-A02:02 with pseudo-sequence HLA-A02:02. The binding affinity (normalized) is 0.764. (3) The peptide sequence is LPGPQVTAVLLHEES. The MHC is HLA-B18:01 with pseudo-sequence HLA-B18:01. The binding affinity (normalized) is 0.00578.